Dataset: Reaction yield outcomes from USPTO patents with 853,638 reactions. Task: Predict the reaction yield, written as a fraction of the theoretical maximum amount of product (1.0 means a 100% yield; for example, 0.34 means a 34% yield). (1) The reactants are N(C(OC(C)C)=O)=NC(OC(C)C)=O.[OH:15][C:16]1[CH:17]=[N:18][C:19]([N:22]2[CH2:27][CH2:26][N:25]([C:28]([O:30][C:31]([CH3:34])([CH3:33])[CH3:32])=[O:29])[CH2:24][CH2:23]2)=[N:20][CH:21]=1.C1(P(C2C=CC=CC=2)C2C=CC=CC=2)C=CC=CC=1.[Cl:54][C:55]1[N:60]=[CH:59][C:58]([CH2:61]O)=[CH:57][N:56]=1. The product is [Cl:54][C:55]1[N:60]=[CH:59][C:58]([CH2:61][O:15][C:16]2[CH:21]=[N:20][C:19]([N:22]3[CH2:23][CH2:24][N:25]([C:28]([O:30][C:31]([CH3:34])([CH3:33])[CH3:32])=[O:29])[CH2:26][CH2:27]3)=[N:18][CH:17]=2)=[CH:57][N:56]=1. The catalyst is C1COCC1. The yield is 0.430. (2) The reactants are [C:1]([C:3]([C:6]1[CH:7]=[C:8]([CH:33]=[CH:34][CH:35]=1)[C:9]([NH:11][C:12]1[CH:13]=[CH:14][C:15]([CH3:32])=[C:16]([NH:18][C:19]([C:21]2[S:31][C:24]3=[N:25][C:26]([NH:29][CH3:30])=[CH:27][N:28]=[C:23]3[CH:22]=2)=[O:20])[CH:17]=1)=[O:10])([CH3:5])[CH3:4])#[N:2].ClC1N=C2SC(C(NC3C=C(NC(=O)C4C=CC=C(C(C#N)(C)C)C=4)C=CC=3C)=O)=CC2=NC=1.[CH3:70][O:71][CH2:72]CN. No catalyst specified. The product is [C:1]([C:3]([C:6]1[CH:7]=[C:8]([CH:33]=[CH:34][CH:35]=1)[C:9]([NH:11][C:12]1[CH:13]=[CH:14][C:15]([CH3:32])=[C:16]([NH:18][C:19]([C:21]2[S:31][C:24]3=[N:25][C:26]([NH:29][CH2:30][CH2:70][O:71][CH3:72])=[CH:27][N:28]=[C:23]3[CH:22]=2)=[O:20])[CH:17]=1)=[O:10])([CH3:5])[CH3:4])#[N:2]. The yield is 0.400. (3) The reactants are [Cl:1][C:2]1[N:7]=[C:6]([C:8]2[S:12][C:11]([N:13]3[CH2:18][CH2:17][O:16][CH2:15][CH2:14]3)=[N:10][C:9]=2[C:19]2[C:20]([F:26])=[C:21]([CH:23]=[CH:24][CH:25]=2)[NH2:22])[CH:5]=[CH:4][N:3]=1.[N:27]1([S:33](Cl)(=[O:35])=[O:34])[CH2:32][CH2:31][CH2:30][CH2:29][CH2:28]1. No catalyst specified. The product is [Cl:1][C:2]1[N:7]=[C:6]([C:8]2[S:12][C:11]([N:13]3[CH2:14][CH2:15][O:16][CH2:17][CH2:18]3)=[N:10][C:9]=2[C:19]2[C:20]([F:26])=[C:21]([NH:22][S:33]([N:27]3[CH2:32][CH2:31][CH2:30][CH2:29][CH2:28]3)(=[O:35])=[O:34])[CH:23]=[CH:24][CH:25]=2)[CH:5]=[CH:4][N:3]=1. The yield is 0.290.